This data is from Forward reaction prediction with 1.9M reactions from USPTO patents (1976-2016). The task is: Predict the product of the given reaction. (1) The product is: [CH3:1][C:2]1[N:3]=[CH:4][N:5]2[C:6]=1[CH2:7][N:8]([CH:9]1[CH2:10][CH2:11][N:12]([C:15]([O:17][CH2:18][C:19]3[CH:20]=[CH:21][CH:22]=[CH:23][CH:24]=3)=[O:16])[CH2:13][CH2:14]1)[C:36]2=[O:37]. Given the reactants [CH3:1][C:2]1[N:3]=[CH:4][NH:5][C:6]=1[CH2:7][NH:8][CH:9]1[CH2:14][CH2:13][N:12]([C:15]([O:17][CH2:18][C:19]2[CH:24]=[CH:23][CH:22]=[CH:21][CH:20]=2)=[O:16])[CH2:11][CH2:10]1.C1CCN2C(=NCCC2)CC1.[C:36](=O)([O-])[O-:37].[K+].[K+], predict the reaction product. (2) Given the reactants ClC1C2N=C(C3C=C(C=CC=3)C(NCCC3CCN(C4C=CN=CC=4)CC3)=O)SC=2C=CC=1.[Cl:34][C:35]1[CH:36]=[CH:37][CH:38]=[C:39]2[C:43]=1[C:42](=[O:44])[N:41]([C:45]1[CH:46]=[C:47]([CH:51]=[CH:52][CH:53]=1)[C:48](O)=[O:49])[CH2:40]2.[CH3:54][CH:55]([N:57]1[CH2:62][CH2:61][CH:60]([O:63][CH:64]2[CH2:69][CH2:68][NH:67][CH2:66][CH2:65]2)[CH2:59][CH2:58]1)[CH3:56], predict the reaction product. The product is: [Cl:34][C:35]1[CH:36]=[CH:37][CH:38]=[C:39]2[C:43]=1[C:42](=[O:44])[N:41]([C:45]1[CH:53]=[CH:52][CH:51]=[C:47]([C:48]([N:67]3[CH2:66][CH2:65][CH:64]([O:63][CH:60]4[CH2:61][CH2:62][N:57]([CH:55]([CH3:56])[CH3:54])[CH2:58][CH2:59]4)[CH2:69][CH2:68]3)=[O:49])[CH:46]=1)[CH2:40]2.